Dataset: NCI-60 drug combinations with 297,098 pairs across 59 cell lines. Task: Regression. Given two drug SMILES strings and cell line genomic features, predict the synergy score measuring deviation from expected non-interaction effect. Drug 1: C1=CN(C=N1)CC(O)(P(=O)(O)O)P(=O)(O)O. Drug 2: CC(C)CN1C=NC2=C1C3=CC=CC=C3N=C2N. Cell line: CCRF-CEM. Synergy scores: CSS=0.666, Synergy_ZIP=0.732, Synergy_Bliss=1.44, Synergy_Loewe=1.01, Synergy_HSA=1.18.